From a dataset of Forward reaction prediction with 1.9M reactions from USPTO patents (1976-2016). Predict the product of the given reaction. (1) Given the reactants Br[C:2]1[CH:3]=[CH:4][C:5]([F:11])=[C:6]([CH:10]=1)[C:7]([OH:9])=[O:8].[C:12]1(B(O)O)[CH:17]=[CH:16][CH:15]=[CH:14][CH:13]=1.O, predict the reaction product. The product is: [F:11][C:5]1[CH:4]=[CH:3][C:2]([C:12]2[CH:17]=[CH:16][CH:15]=[CH:14][CH:13]=2)=[CH:10][C:6]=1[C:7]([OH:9])=[O:8]. (2) Given the reactants C(N(CC)CC)C.[CH3:8][C@:9]1([OH:19])[C@@H:17]([OH:18])[CH2:16][C@@H:12]2[C:13]([CH3:15])([CH3:14])[C@H:10]1[CH2:11]2.O=S(=O)=O.N1C=CC=CC=1, predict the reaction product. The product is: [OH:19][C@@:9]1([CH3:8])[C:17](=[O:18])[CH2:16][C@H:12]2[CH2:11][C@@H:10]1[C:13]2([CH3:15])[CH3:14]. (3) Given the reactants [OH-].[K+].[CH3:3][NH:4][C:5]1[CH:6]=[CH:7][C:8]2[N:9]([N:11]=[C:12]([C:25]3[CH:30]=[CH:29][CH:28]=[CH:27][CH:26]=3)[C:13]=2[CH2:14][C:15]2[N:20]=[C:19]([C:21]([O:23]C)=[O:22])[CH:18]=[CH:17][CH:16]=2)[CH:10]=1.Cl, predict the reaction product. The product is: [CH3:3][NH:4][C:5]1[CH:6]=[CH:7][C:8]2[N:9]([N:11]=[C:12]([C:25]3[CH:30]=[CH:29][CH:28]=[CH:27][CH:26]=3)[C:13]=2[CH2:14][C:15]2[N:20]=[C:19]([C:21]([OH:23])=[O:22])[CH:18]=[CH:17][CH:16]=2)[CH:10]=1. (4) Given the reactants Cl[C:2]1[C:7]([CH3:8])=[C:6]([C:9]2[CH:14]=[CH:13][C:12]([O:15][CH3:16])=[CH:11][CH:10]=2)[N:5]=[CH:4][N:3]=1.C(N(C(C)C)CC)(C)C.[CH2:26]([NH:30][CH2:31][C:32]1[CH:44]=[CH:43][C:35]([O:36][CH2:37][C:38]([O:40][CH2:41][CH3:42])=[O:39])=[C:34]([CH3:45])[CH:33]=1)[CH2:27][CH2:28][CH3:29], predict the reaction product. The product is: [CH2:26]([N:30]([CH2:31][C:32]1[CH:44]=[CH:43][C:35]([O:36][CH2:37][C:38]([O:40][CH2:41][CH3:42])=[O:39])=[C:34]([CH3:45])[CH:33]=1)[C:2]1[C:7]([CH3:8])=[C:6]([C:9]2[CH:14]=[CH:13][C:12]([O:15][CH3:16])=[CH:11][CH:10]=2)[N:5]=[CH:4][N:3]=1)[CH2:27][CH2:28][CH3:29]. (5) Given the reactants CO[C:3]1[CH:23]=[CH:22][C:6]([C:7]([NH:9][CH2:10][C:11]2[NH:15][N:14]=[C:13]([C:16]3[CH:21]=[CH:20][N:19]=[CH:18][CH:17]=3)[N:12]=2)=[O:8])=[CH:5][C:4]=1C.[CH3:25][S:26]([NH:29]C1C=CC(C(O)=O)=CC=1)(=[O:28])=[O:27].COC1C=CC(C(O)=O)=CC=1C.CN(C=O)C, predict the reaction product. The product is: [CH3:25][S:26]([NH:29][C:3]1[CH:23]=[CH:22][C:6]([C:7]([NH:9][CH2:10][C:11]2[NH:15][N:14]=[C:13]([C:16]3[CH:21]=[CH:20][N:19]=[CH:18][CH:17]=3)[N:12]=2)=[O:8])=[CH:5][CH:4]=1)(=[O:28])=[O:27]. (6) Given the reactants [Cl:1][C:2]1[C:3]([F:33])=[C:4]([NH:8][C:9]2[C:18]3[C:13](=[CH:14][C:15]([O:31][CH3:32])=[C:16]([CH2:19][N:20]([CH3:30])[C:21]4([C:27]([NH2:29])=[O:28])[CH2:26][CH2:25][NH:24][CH2:23][CH2:22]4)[CH:17]=3)[N:12]=[CH:11][N:10]=2)[CH:5]=[CH:6][CH:7]=1.[CH2:34]=O, predict the reaction product. The product is: [Cl:1][C:2]1[C:3]([F:33])=[C:4]([NH:8][C:9]2[C:18]3[C:13](=[CH:14][C:15]([O:31][CH3:32])=[C:16]([CH2:19][N:20]([CH3:30])[C:21]4([C:27]([NH2:29])=[O:28])[CH2:26][CH2:25][N:24]([CH3:34])[CH2:23][CH2:22]4)[CH:17]=3)[N:12]=[CH:11][N:10]=2)[CH:5]=[CH:6][CH:7]=1. (7) The product is: [C:25]([O:8][CH2:7][C@H:6]1[O:9][C@@H:1]([N:10]2[CH:17]=[CH:16][C:14](=[O:15])[NH:13][C:11]2=[O:12])[C@H:2]([OH:3])[C@@H:4]1[OH:5])(=[O:29])[C:26]([CH3:28])=[O:27]. Given the reactants [C@@H:1]1([N:10]2[CH:17]=[CH:16][C:14](=[O:15])[NH:13][C:11]2=[O:12])[O:9][C@H:6]([CH2:7][OH:8])[C@@H:4]([OH:5])[C@H:2]1[OH:3].C1(C)C=CC=CC=1.[C:25](Cl)(=[O:29])[C:26]([CH3:28])=[O:27].CO.C(Cl)Cl, predict the reaction product.